From a dataset of Reaction yield outcomes from USPTO patents with 853,638 reactions. Predict the reaction yield, written as a fraction of the theoretical maximum amount of product (1.0 means a 100% yield; for example, 0.34 means a 34% yield). (1) The reactants are [Cl:1][C:2]1[N:3]=[C:4]([CH2:18][OH:19])[NH:5][C:6]=1[C:7]1[C:8]([CH3:17])=[CH:9][C:10]([CH3:16])=[C:11]([CH:15]=1)[C:12]([OH:14])=O.Cl.[F:21][C:22]1([C:26]2[CH:33]=[CH:32][C:29]([C:30]#[N:31])=[CH:28][CH:27]=2)[CH2:25][NH:24][CH2:23]1.CCN=C=NCCCN(C)C.Cl. The catalyst is CN(C)C=O.CN(C)C1C=CN=CC=1. The product is [Cl:1][C:2]1[N:3]=[C:4]([CH2:18][OH:19])[NH:5][C:6]=1[C:7]1[C:8]([CH3:17])=[CH:9][C:10]([CH3:16])=[C:11]([CH:15]=1)[C:12]([N:24]1[CH2:23][C:22]([C:26]2[CH:27]=[CH:28][C:29]([C:30]#[N:31])=[CH:32][CH:33]=2)([F:21])[CH2:25]1)=[O:14]. The yield is 0.300. (2) The reactants are [Cl:1][C:2]1[CH:3]=[CH:4][C:5]2[C:11](=O)[CH2:10][CH2:9][C:8](=[O:13])[NH:7][C:6]=2[CH:14]=1.[CH:15]1([N:21]([C:23]2[CH:33]=[CH:32][C:26]([C:27]([O:29][CH2:30][CH3:31])=[O:28])=[CH:25][CH:24]=2)N)[CH2:20][CH2:19][CH2:18][CH2:17][CH2:16]1.S(=O)(=O)(O)O.O. The catalyst is C(O)(=O)C. The product is [Cl:1][C:2]1[CH:3]=[CH:4][C:5]2[C:11]3[N:21]([CH:15]4[CH2:20][CH2:19][CH2:18][CH2:17][CH2:16]4)[C:23]4[C:24]([C:10]=3[CH2:9][C:8](=[O:13])[NH:7][C:6]=2[CH:14]=1)=[CH:25][C:26]([C:27]([O:29][CH2:30][CH3:31])=[O:28])=[CH:32][CH:33]=4. The yield is 0.390. (3) The reactants are [CH3:1][C:2]1[CH2:6][CH2:5][C:4]([CH3:8])([CH3:7])[C:3]=1[CH:9]=[O:10].[BH4-].[Na+].CC(C)=O. The catalyst is CO. The product is [CH3:1][C:2]1[CH2:6][CH2:5][C:4]([CH3:8])([CH3:7])[C:3]=1[CH2:9][OH:10]. The yield is 0.390. (4) The reactants are [Br:1][C:2]1[CH:3]=[N:4][NH:5][CH:6]=1.Cl.C(OCN1C2N=CN=C(C3C=NN([CH:30]([O:32][CH2:33][CH3:34])[CH3:31])C=3)C=2C=C1)(=O)C(C)(C)C. The yield is 0.970. The catalyst is C(Cl)Cl.O1CCOCC1. The product is [Br:1][C:2]1[CH:3]=[N:4][N:5]([CH2:31][CH2:30][O:32][CH2:33][CH3:34])[CH:6]=1.